From a dataset of Forward reaction prediction with 1.9M reactions from USPTO patents (1976-2016). Predict the product of the given reaction. (1) Given the reactants Cl[C:2]1[CH:7]=[CH:6][C:5]([O:8][CH3:9])=[CH:4][CH:3]=1.[C:10]1([NH:16][C:17]2[CH:22]=[CH:21][CH:20]=[CH:19][CH:18]=2)[CH:15]=[CH:14][CH:13]=[CH:12][CH:11]=1.CC(C)([O-])C.[Na+], predict the reaction product. The product is: [CH3:9][O:8][C:5]1[CH:6]=[CH:7][C:2]([N:16]([C:17]2[CH:18]=[CH:19][CH:20]=[CH:21][CH:22]=2)[C:10]2[CH:15]=[CH:14][CH:13]=[CH:12][CH:11]=2)=[CH:3][CH:4]=1. (2) Given the reactants CO[C:3](=[O:36])[C:4]([N:7]([C:28]1[CH:33]=[CH:32][C:31]([Cl:34])=[C:30]([Cl:35])[CH:29]=1)[C:8](=[O:27])[CH2:9][C:10]1[CH:15]=[CH:14][C:13]([O:16][CH3:17])=[C:12]([O:18][CH2:19][CH2:20][N:21]2[CH2:26][CH2:25][CH2:24][CH2:23][CH2:22]2)[CH:11]=1)([CH3:6])[CH3:5].[H-].[Na+].Cl, predict the reaction product. The product is: [Cl:35][C:30]1[CH:29]=[C:28]([N:7]2[C:4]([CH3:6])([CH3:5])[C:3]([OH:36])=[C:9]([C:10]3[CH:15]=[CH:14][C:13]([O:16][CH3:17])=[C:12]([O:18][CH2:19][CH2:20][N:21]4[CH2:26][CH2:25][CH2:24][CH2:23][CH2:22]4)[CH:11]=3)[C:8]2=[O:27])[CH:33]=[CH:32][C:31]=1[Cl:34]. (3) Given the reactants Br[C:2]1[CH:29]=[CH:28][C:5]2[N:6]=[C:7]([C:9]3[CH:14]=[CH:13][C:12]([O:15][CH2:16][CH2:17][CH2:18][CH2:19][CH2:20][CH2:21][CH2:22][CH2:23][CH2:24][CH2:25][CH2:26][CH3:27])=[CH:11][CH:10]=3)[S:8][C:4]=2[CH:3]=1.[CH2:30]([C:39]1[CH:44]=[CH:43][C:42](B(O)O)=[CH:41][CH:40]=1)[CH2:31][CH2:32][CH2:33][CH2:34][CH2:35][CH2:36][CH2:37][CH3:38].C(=O)([O-])[O-].[Na+].[Na+], predict the reaction product. The product is: [CH2:16]([O:15][C:12]1[CH:13]=[CH:14][C:9]([C:7]2[S:8][C:4]3[CH:3]=[C:2]([C:42]4[CH:41]=[CH:40][C:39]([CH2:30][CH2:31][CH2:32][CH2:33][CH2:34][CH2:35][CH2:36][CH2:37][CH3:38])=[CH:44][CH:43]=4)[CH:29]=[CH:28][C:5]=3[N:6]=2)=[CH:10][CH:11]=1)[CH2:17][CH2:18][CH2:19][CH2:20][CH2:21][CH2:22][CH2:23][CH2:24][CH2:25][CH2:26][CH3:27]. (4) The product is: [Br:1][C:2]1[C:3]([CH3:27])=[N:4][N:5]([CH2:14][CH2:15][N:29]([CH3:30])[CH3:28])[C:6]=1[C:7]1[CH:12]=[CH:11][C:10]([F:13])=[CH:9][CH:8]=1. Given the reactants [Br:1][C:2]1[C:3]([CH3:27])=[N:4][N:5]([CH2:14][CH2:15]OS(C2C=CC(C)=CC=2)(=O)=O)[C:6]=1[C:7]1[CH:12]=[CH:11][C:10]([F:13])=[CH:9][CH:8]=1.[CH3:28][NH:29][CH3:30], predict the reaction product. (5) Given the reactants [N+:1]([C:4]1[CH:5]=[C:6]([C:10]2[C:11]3[C:18]([C:19]([O:21]CC)=[O:20])=[CH:17][N:16]([CH2:24][O:25][CH2:26][CH2:27][Si:28]([CH3:31])([CH3:30])[CH3:29])[C:12]=3[N:13]=[CH:14][N:15]=2)[CH:7]=[CH:8][CH:9]=1)([O-:3])=[O:2].[Li+].[OH-], predict the reaction product. The product is: [N+:1]([C:4]1[CH:5]=[C:6]([C:10]2[C:11]3[C:18]([C:19]([OH:21])=[O:20])=[CH:17][N:16]([CH2:24][O:25][CH2:26][CH2:27][Si:28]([CH3:31])([CH3:30])[CH3:29])[C:12]=3[N:13]=[CH:14][N:15]=2)[CH:7]=[CH:8][CH:9]=1)([O-:3])=[O:2]. (6) Given the reactants Cl.[CH:2]1([C:8]2[CH:13]=[CH:12][C:11]([CH2:14][O:15][C:16]3[CH:17]=[C:18]4[C:22](=[CH:23][CH:24]=3)[NH:21][CH2:20][CH2:19]4)=[C:10]([C:25]([F:28])([F:27])[F:26])[CH:9]=2)[CH2:7][CH2:6][CH2:5][CH2:4][CH2:3]1.[C:29]([O:33][C:34]([N:36]([CH2:46][C:47](O)=[O:48])[CH2:37][CH2:38][C:39]([O:41][C:42]([CH3:45])([CH3:44])[CH3:43])=[O:40])=[O:35])([CH3:32])([CH3:31])[CH3:30].CCN=C=NCCCN(C)C.Cl.C1C=CC2N(O)N=NC=2C=1, predict the reaction product. The product is: [C:42]([O:41][C:39](=[O:40])[CH2:38][CH2:37][N:36]([C:34]([O:33][C:29]([CH3:32])([CH3:31])[CH3:30])=[O:35])[CH2:46][C:47]([N:21]1[C:22]2[C:18](=[CH:17][C:16]([O:15][CH2:14][C:11]3[CH:12]=[CH:13][C:8]([CH:2]4[CH2:3][CH2:4][CH2:5][CH2:6][CH2:7]4)=[CH:9][C:10]=3[C:25]([F:28])([F:26])[F:27])=[CH:24][CH:23]=2)[CH2:19][CH2:20]1)=[O:48])([CH3:44])([CH3:45])[CH3:43].